From a dataset of Forward reaction prediction with 1.9M reactions from USPTO patents (1976-2016). Predict the product of the given reaction. (1) Given the reactants [C:1]1([C:7]2[N:12]=[C:11]([C:13]([OH:15])=[O:14])[CH:10]=[CH:9][CH:8]=2)[CH:6]=[CH:5][CH:4]=[CH:3][CH:2]=1.[OH:16]P([O-])([O-])=O.[K+].[K+].C1C=C(Cl)C=C(C(OO)=O)C=1, predict the reaction product. The product is: [C:1]1([C:7]2[CH:8]=[CH:9][CH:10]=[C:11]([C:13]([OH:15])=[O:14])[N+:12]=2[O-:16])[CH:2]=[CH:3][CH:4]=[CH:5][CH:6]=1. (2) The product is: [Cl:34][C:21]1[CH:20]=[C:19]([NH:18][C:15]2[C:16]3[S:17][C:9]([C:8]#[C:7][CH2:6][NH:39][CH2:38][CH2:37][C:35]#[N:36])=[CH:10][C:11]=3[N:12]=[CH:13][N:14]=2)[CH:24]=[CH:23][C:22]=1[O:25][CH2:26][C:27]1[CH:32]=[CH:31][CH:30]=[C:29]([F:33])[CH:28]=1. Given the reactants CS(O[CH2:6][C:7]#[C:8][C:9]1[S:17][C:16]2[C:15]([NH:18][C:19]3[CH:24]=[CH:23][C:22]([O:25][CH2:26][C:27]4[CH:32]=[CH:31][CH:30]=[C:29]([F:33])[CH:28]=4)=[C:21]([Cl:34])[CH:20]=3)=[N:14][CH:13]=[N:12][C:11]=2[CH:10]=1)(=O)=O.[C:35]([CH2:37][CH2:38][NH2:39])#[N:36].O, predict the reaction product. (3) Given the reactants [N:1]1(C(OC(C)(C)C)=O)[CH2:40][CH2:39][CH2:38][C@H:2]1[C:3]([NH:5][C@H:6]([C:8]([NH:10][C@H:11]([C:28]([O:30]CC1C=CC=CC=1)=[O:29])[CH2:12][CH2:13][CH2:14][CH2:15][NH:16]C(OCC1C=CC=CC=1Cl)=O)=[O:9])[CH3:7])=[O:4].C1(OC)C=CC=CC=1, predict the reaction product. The product is: [NH:1]1[CH2:40][CH2:39][CH2:38][C@H:2]1[C:3]([NH:5][C@H:6]([C:8]([NH:10][C@H:11]([C:28]([OH:30])=[O:29])[CH2:12][CH2:13][CH2:14][CH2:15][NH2:16])=[O:9])[CH3:7])=[O:4]. (4) Given the reactants [CH3:1][C@@H:2]1[CH2:7][N:6]([C:8]2[C:15]([F:16])=[C:14]([F:17])[C:13]([C:18]#[C:19][Si](C)(C)C)=[CH:12][C:9]=2[CH:10]=[O:11])[CH2:5][C@H:4]([CH3:24])[O:3]1.[F-].[K+], predict the reaction product. The product is: [CH3:24][C@H:4]1[O:3][C@@H:2]([CH3:1])[CH2:7][N:6]([C:8]2[C:15]([F:16])=[C:14]([F:17])[C:13]([C:18]#[CH:19])=[CH:12][C:9]=2[CH:10]=[O:11])[CH2:5]1. (5) Given the reactants Br[C:2]1[CH:7]=[CH:6][C:5]([C:8]2[CH:13]=[CH:12][C:11]([CH2:14][CH2:15][C:16]3([NH:24][C:25](=[O:27])[CH3:26])[CH2:21][O:20][C:19]([CH3:23])([CH3:22])[O:18][CH2:17]3)=[CH:10][CH:9]=2)=[C:4]([F:28])[CH:3]=1.[C:29]1([SH:35])[CH:34]=[CH:33][CH:32]=[CH:31][CH:30]=1.C(N(C(C)C)CC)(C)C.O, predict the reaction product. The product is: [F:28][C:4]1[CH:3]=[C:2]([S:35][C:29]2[CH:34]=[CH:33][CH:32]=[CH:31][CH:30]=2)[CH:7]=[CH:6][C:5]=1[C:8]1[CH:13]=[CH:12][C:11]([CH2:14][CH2:15][C:16]2([NH:24][C:25](=[O:27])[CH3:26])[CH2:21][O:20][C:19]([CH3:23])([CH3:22])[O:18][CH2:17]2)=[CH:10][CH:9]=1. (6) Given the reactants [Cl:1][C:2]1[N:7]2[N:8]=[C:9]([C:11]3[CH:16]=[CH:15][CH:14]=[C:13]([Cl:17])[CH:12]=3)[CH:10]=[C:6]2[N:5]=[C:4]([CH3:18])[C:3]=1[C:19](=[O:24])[C:20]([O:22][CH3:23])=[O:21].CB1N2CCC[C@@H]2C(C2C=CC=CC=2)(C2C=CC=CC=2)O1.C1(C)C=CC=CC=1.C(#N)C.C(=O)=O.C([O-])([O-])=O.[Na+].[Na+], predict the reaction product. The product is: [Cl:1][C:2]1[N:7]2[N:8]=[C:9]([C:11]3[CH:16]=[CH:15][CH:14]=[C:13]([Cl:17])[CH:12]=3)[CH:10]=[C:6]2[N:5]=[C:4]([CH3:18])[C:3]=1[C@H:19]([OH:24])[C:20]([O:22][CH3:23])=[O:21]. (7) Given the reactants [C:1]([O:5][C:6](=[O:39])/[CH:7]=[CH:8]/[C:9]1[C:14](=[O:15])[N:13]2[CH:16]=[CH:17][C:18]([C:20]([NH:22][C:23]3[S:24][CH:25]=[C:26]([C:28]([CH3:31])([CH3:30])[CH3:29])[N:27]=3)=[O:21])=[CH:19][C:12]2=[N:11][C:10]=1[N:32]1[CH2:37][CH2:36][CH2:35][C@@H:34]([OH:38])[CH2:33]1)([CH3:4])([CH3:3])[CH3:2].C1(N=C=NC2CCCCC2)CCCCC1.[S:55](=O)(=[O:58])([OH:57])[OH:56].C(N(CC)CC)C, predict the reaction product. The product is: [C:1]([O:5][C:6](=[O:39])/[CH:7]=[CH:8]/[C:9]1[C:14](=[O:15])[N:13]2[CH:16]=[CH:17][C:18]([C:20]([NH:22][C:23]3[S:24][CH:25]=[C:26]([C:28]([CH3:30])([CH3:31])[CH3:29])[N:27]=3)=[O:21])=[CH:19][C:12]2=[N:11][C:10]=1[N:32]1[CH2:37][CH2:36][CH2:35][C@@H:34]([O:38][S:55]([OH:58])(=[O:57])=[O:56])[CH2:33]1)([CH3:2])([CH3:3])[CH3:4].